Dataset: NCI-60 drug combinations with 297,098 pairs across 59 cell lines. Task: Regression. Given two drug SMILES strings and cell line genomic features, predict the synergy score measuring deviation from expected non-interaction effect. (1) Drug 1: CCCCC(=O)OCC(=O)C1(CC(C2=C(C1)C(=C3C(=C2O)C(=O)C4=C(C3=O)C=CC=C4OC)O)OC5CC(C(C(O5)C)O)NC(=O)C(F)(F)F)O. Drug 2: CC1C(C(CC(O1)OC2CC(CC3=C2C(=C4C(=C3O)C(=O)C5=CC=CC=C5C4=O)O)(C(=O)C)O)N)O. Cell line: A549. Synergy scores: CSS=57.7, Synergy_ZIP=0.766, Synergy_Bliss=2.82, Synergy_Loewe=-5.42, Synergy_HSA=3.97. (2) Drug 1: CN1C2=C(C=C(C=C2)N(CCCl)CCCl)N=C1CCCC(=O)O.Cl. Drug 2: C1CC(=O)NC(=O)C1N2C(=O)C3=CC=CC=C3C2=O. Cell line: RXF 393. Synergy scores: CSS=1.51, Synergy_ZIP=0.252, Synergy_Bliss=-0.592, Synergy_Loewe=0.799, Synergy_HSA=-0.583. (3) Drug 1: CN1C2=C(C=C(C=C2)N(CCCl)CCCl)N=C1CCCC(=O)O.Cl. Drug 2: C1C(C(OC1N2C=NC3=C2NC=NCC3O)CO)O. Cell line: MOLT-4. Synergy scores: CSS=35.0, Synergy_ZIP=2.99, Synergy_Bliss=1.24, Synergy_Loewe=2.71, Synergy_HSA=1.79. (4) Drug 1: C1CCN(CC1)CCOC2=CC=C(C=C2)C(=O)C3=C(SC4=C3C=CC(=C4)O)C5=CC=C(C=C5)O. Drug 2: CCC1(CC2CC(C3=C(CCN(C2)C1)C4=CC=CC=C4N3)(C5=C(C=C6C(=C5)C78CCN9C7C(C=CC9)(C(C(C8N6C=O)(C(=O)OC)O)OC(=O)C)CC)OC)C(=O)OC)O.OS(=O)(=O)O. Cell line: SF-268. Synergy scores: CSS=48.4, Synergy_ZIP=7.50, Synergy_Bliss=9.28, Synergy_Loewe=-23.0, Synergy_HSA=4.97. (5) Drug 1: C1=CC(=CC=C1CCC2=CNC3=C2C(=O)NC(=N3)N)C(=O)NC(CCC(=O)O)C(=O)O. Drug 2: C(=O)(N)NO. Cell line: DU-145. Synergy scores: CSS=18.0, Synergy_ZIP=-2.81, Synergy_Bliss=-0.552, Synergy_Loewe=-11.9, Synergy_HSA=0.428.